Dataset: Forward reaction prediction with 1.9M reactions from USPTO patents (1976-2016). Task: Predict the product of the given reaction. (1) Given the reactants [Br:1][C:2]1[C:3](N)=[N:4][CH:5]=[C:6]([Br:8])[N:7]=1.N(OC(C)(C)C)=O.[Cl:17]CCl, predict the reaction product. The product is: [Br:1][C:2]1[C:3]([Cl:17])=[N:4][CH:5]=[C:6]([Br:8])[N:7]=1. (2) Given the reactants CC1(C)C2C3C=C(S([O-])(=O)=O)C=C(S([O-])(=O)=O)C=3C=CC=2N(CCCS([O-])(=O)=O)/C/1=C/C=C(\C1C=CC=C(CCCCC([NH:77][CH2:78][CH2:79][N:80]2[C:84](=[O:85])[CH2:83][CH2:82][C:81]2=[O:86])=O)C=1)/C=C/C1C(C)(C)C2C3C=C(S([O-])(=O)=O)C=C(S([O-])(=O)=O)C=3C=CC=2[N+]=1CCCS([O-])(=O)=O.[Na+:88].[Na+].[Na+].[Na+].[Na+].[CH3:93][C:94]1([CH3:177])[C:102]2[C:101]3[CH:103]=[C:104]([S:111]([O-:114])(=[O:113])=[O:112])[CH:105]=[C:106](S([O-])(=O)=O)[C:100]=3[CH:99]=[CH:98][C:97]=2[N:96]([CH2:115][CH2:116][CH2:117][CH2:118][S:119]([O-:122])(=[O:121])=[O:120])/[C:95]/1=[CH:123]/[CH:124]=[C:125](\[C:159]1[CH:164]=[CH:163][CH:162]=[C:161]([CH2:165][CH2:166][C:167](ON2C(=O)CCC2=O)=[O:168])[CH:160]=1)/[CH:126]=[CH:127]/[C:128]1[C:136]([CH3:138])([CH3:137])[C:135]2[C:134]3[CH:139]=[C:140](S([O-])(=O)=O)[CH:141]=[C:142]([S:143]([O-:146])(=[O:145])=[O:144])[C:133]=3[CH:132]=[CH:131][C:130]=2[N+:129]=1[CH2:151][CH2:152][CH2:153][CH2:154][S:155]([O-:158])(=[O:157])=[O:156].[Na+].[Na+].[Na+].[Na+].[Na+], predict the reaction product. The product is: [CH3:137][C:136]1([CH3:138])[C:135]2[C:134]3[CH:139]=[C:140]([S:111]([O-:114])(=[O:113])=[O:112])[CH:141]=[C:142]([S:143]([O-:146])(=[O:144])=[O:145])[C:133]=3[CH:132]=[CH:131][C:130]=2[N:129]([CH2:151][CH2:152][CH2:153][CH2:154][S:155]([O-:158])(=[O:156])=[O:157])/[C:128]/1=[CH:127]/[CH:126]=[C:125](\[C:159]1[CH:164]=[CH:163][CH:162]=[C:161]([CH2:165][CH2:166][C:167]([NH:77][CH2:78][CH2:79][N:80]2[C:84](=[O:85])[CH:83]=[CH:82][C:81]2=[O:86])=[O:168])[CH:160]=1)/[CH:124]=[CH:123]/[C:95]1[C:94]([CH3:93])([CH3:177])[C:102]2[C:101]3[CH:103]=[C:104]([S:111]([O-:114])(=[O:113])=[O:112])[CH:105]=[C:106]([S:119]([O-:122])(=[O:121])=[O:120])[C:100]=3[CH:99]=[CH:98][C:97]=2[N+:96]=1[CH2:115][CH2:116][CH2:117][CH2:118][S:119]([O-:122])(=[O:120])=[O:121].[Na+:88].[Na+:88].[Na+:88].[Na+:88].[Na+:88].